From a dataset of Reaction yield outcomes from USPTO patents with 853,638 reactions. Predict the reaction yield, written as a fraction of the theoretical maximum amount of product (1.0 means a 100% yield; for example, 0.34 means a 34% yield). (1) The reactants are [NH2:1][C@H:2]1[CH2:7][CH2:6][N:5]([C:8]2[O:9][C:10]([CH2:20][CH3:21])=[C:11]([C:13]([O:15][CH2:16][CH2:17][CH2:18][CH3:19])=[O:14])[N:12]=2)[CH2:4][C@H:3]1[O:22][CH2:23][CH2:24][CH3:25].[Cl:26][C:27]1[N:28]=[C:29]([C:34](O)=[O:35])[NH:30][C:31]=1[CH2:32][CH3:33].CCN=C=NCCCN(C)C.Cl.C1C=CC2N(O)N=NC=2C=1. The yield is 0.410. The catalyst is CC(N(C)C)=O.ClCCl. The product is [Cl:26][C:27]1[N:28]=[C:29]([C:34]([NH:1][C@H:2]2[CH2:7][CH2:6][N:5]([C:8]3[O:9][C:10]([CH2:20][CH3:21])=[C:11]([C:13]([O:15][CH2:16][CH2:17][CH2:18][CH3:19])=[O:14])[N:12]=3)[CH2:4][C@H:3]2[O:22][CH2:23][CH2:24][CH3:25])=[O:35])[NH:30][C:31]=1[CH2:32][CH3:33]. (2) The reactants are [Cl:1][C:2]1[N:7]=[C:6](Cl)[C:5]([C:9]([F:12])([F:11])[F:10])=[CH:4][N:3]=1.[CH2:13]([N:15](CC)CC)C.CN. The catalyst is CO. The product is [Cl:1][C:2]1[N:7]=[C:6]([NH:15][CH3:13])[C:5]([C:9]([F:12])([F:11])[F:10])=[CH:4][N:3]=1. The yield is 0.450. (3) The reactants are [O:1]=[C:2]1[C:10](=[O:11])[C:9]2[C:4](=[CH:5][CH:6]=[CH:7][CH:8]=2)[N:3]1[CH:12]1[CH2:17][CH2:16][N:15]([C:18]([O:20][C:21]([CH3:24])([CH3:23])[CH3:22])=[O:19])[CH2:14][CH2:13]1.N1CCC[C@H]1C(O)=O.[CH3:33][C:34]([CH3:36])=[O:35]. No catalyst specified. The product is [OH:11][C:10]1([CH2:33][C:34](=[O:35])[CH3:36])[C:9]2[C:4](=[CH:5][CH:6]=[CH:7][CH:8]=2)[N:3]([CH:12]2[CH2:17][CH2:16][N:15]([C:18]([O:20][C:21]([CH3:24])([CH3:23])[CH3:22])=[O:19])[CH2:14][CH2:13]2)[C:2]1=[O:1]. The yield is 0.930. (4) The reactants are [CH3:1][N:2]([CH3:16])[S:3]([C:6]1[CH:7]=[C:8]2[C:12](=[CH:13][CH:14]=1)[NH:11][C:10](=[O:15])[CH2:9]2)(=[O:5])=[O:4].[N:17]1([CH2:22][CH2:23][NH:24][C:25]([C:27]2[C:31]([CH3:32])=[C:30]([CH:33]=O)[NH:29][C:28]=2[CH3:35])=[O:26])[CH2:21][CH2:20][CH2:19][CH2:18]1. No catalyst specified. The product is [N:17]1([CH2:22][CH2:23][NH:24][C:25]([C:27]2[C:31]([CH3:32])=[C:30]([CH:33]=[C:9]3[C:8]4[C:12](=[CH:13][CH:14]=[C:6]([S:3](=[O:5])(=[O:4])[N:2]([CH3:16])[CH3:1])[CH:7]=4)[NH:11][C:10]3=[O:15])[NH:29][C:28]=2[CH3:35])=[O:26])[CH2:21][CH2:20][CH2:19][CH2:18]1. The yield is 0.540. (5) The reactants are [F:1][C:2]1[CH:7]=[CH:6][CH:5]=[CH:4][C:3]=1[NH:8][C:9]1[O:13][C:12]([C:14]([NH:16][C:17]2[CH:22]=[CH:21][C:20]([CH2:23][CH2:24][CH2:25][C:26]([O:28]C)=[O:27])=[CH:19][CH:18]=2)=[O:15])=[N:11][N:10]=1.CO.[OH-].[Na+].Cl. The product is [F:1][C:2]1[CH:7]=[CH:6][CH:5]=[CH:4][C:3]=1[NH:8][C:9]1[O:13][C:12]([C:14]([NH:16][C:17]2[CH:22]=[CH:21][C:20]([CH2:23][CH2:24][CH2:25][C:26]([OH:28])=[O:27])=[CH:19][CH:18]=2)=[O:15])=[N:11][N:10]=1. The yield is 0.560. The catalyst is C1COCC1. (6) The reactants are [ClH:1].C(OCC)(=O)C.C(O[C:13]([N:15]([CH2:17][C@@:18]1([CH2:27][C:28]([OH:30])=[O:29])[CH2:24][C@H:23]2[C@@H:19]1[CH:20]=[C:21]([CH2:25][CH3:26])[CH2:22]2)C)=O)(C)(C)C. No catalyst specified. The product is [ClH:1].[CH2:25]([C:21]1[CH2:22][C@@H:23]2[C@H:19]([CH:20]=1)[C@@:18]([CH2:27][C:28]([OH:30])=[O:29])([CH2:17][NH:15][CH3:13])[CH2:24]2)[CH3:26]. The yield is 0.470. (7) The reactants are C1(C)C=CC(S([O:10][CH2:11][CH2:12][CH2:13][CH:14]=[C:15]([CH3:32])[CH2:16][CH2:17][CH:18]=[C:19]([CH3:31])[CH2:20][CH2:21][CH:22]=[C:23]([CH3:30])[CH2:24][CH2:25][CH:26]=[C:27]([CH3:29])[CH3:28])(=O)=O)=CC=1.[OH:34][CH2:35][C:36]([CH2:41]O)([CH2:39][OH:40])[CH2:37][OH:38].OCC(CO)O. No catalyst specified. The product is [CH3:32][C:15]([CH2:16][CH2:17][CH:18]=[C:19]([CH3:31])[CH2:20][CH2:21][CH:22]=[C:23]([CH3:30])[CH2:24][CH2:25][CH:26]=[C:27]([CH3:28])[CH3:29])=[CH:14][CH2:13][CH2:12][CH2:11][O:10][CH2:41][C:36]([CH2:39][OH:40])([CH2:37][OH:38])[CH2:35][OH:34]. The yield is 0.210.